Dataset: Forward reaction prediction with 1.9M reactions from USPTO patents (1976-2016). Task: Predict the product of the given reaction. Given the reactants [C:1]([O:5][C:6]([N:8]([C:20]([O:22][C:23]([CH3:26])([CH3:25])[CH3:24])=[O:21])[C:9]1[N:14]=[C:13]([C:15]([OH:17])=O)[CH:12]=[CH:11][C:10]=1[O:18][CH3:19])=[O:7])([CH3:4])([CH3:3])[CH3:2].Cl.C(N=C=NCCC[N:36]([CH3:38])C)C.Cl.CN[O:42][CH3:43].ON1C2C=CC=CC=2N=N1.C(N(C(C)C)CC)(C)C, predict the reaction product. The product is: [CH3:43][O:42][CH2:38][NH:36][C:15](=[O:17])[C:13]1[CH:12]=[CH:11][C:10]([O:18][CH3:19])=[C:9]([N:8]([C:20]([O:22][C:23]([CH3:26])([CH3:25])[CH3:24])=[O:21])[C:6]([O:5][C:1]([CH3:2])([CH3:3])[CH3:4])=[O:7])[N:14]=1.